From a dataset of Catalyst prediction with 721,799 reactions and 888 catalyst types from USPTO. Predict which catalyst facilitates the given reaction. (1) Reactant: [C:1]([C:3]1[C:23](F)=[CH:22][CH:21]=[CH:20][C:4]=1[O:5][CH2:6][C:7]1([C:14]([NH:16][CH:17]([CH3:19])[CH3:18])=[O:15])[CH2:12][CH2:11][CH2:10][NH:9][C:8]1=[O:13])#[N:2].[NH3:25]. Product: [NH2:25][C:23]1[C:3]([C:1]#[N:2])=[C:4]([CH:20]=[CH:21][CH:22]=1)[O:5][CH2:6][C:7]1([C:14]([NH:16][CH:17]([CH3:19])[CH3:18])=[O:15])[CH2:12][CH2:11][CH2:10][NH:9][C:8]1=[O:13]. The catalyst class is: 32. (2) Reactant: [C:1]1([C:7]([NH:20][C@@H:21]([CH2:24][NH2:25])[CH2:22][OH:23])([C:14]2[CH:19]=[CH:18][CH:17]=[CH:16][CH:15]=2)[C:8]2[CH:13]=[CH:12][CH:11]=[CH:10][CH:9]=2)[CH:6]=[CH:5][CH:4]=[CH:3][CH:2]=1.C(N(CC)CC)C.[O:33]([C:40]1[CH:45]=[CH:44][C:43]([S:46](Cl)(=[O:48])=[O:47])=[CH:42][CH:41]=1)[C:34]1[CH:39]=[CH:38][CH:37]=[CH:36][CH:35]=1. Product: [O:33]([C:40]1[CH:45]=[CH:44][C:43]([S:46]([NH:25][CH2:24][C@H:21]([NH:20][C:7]([C:8]2[CH:13]=[CH:12][CH:11]=[CH:10][CH:9]=2)([C:14]2[CH:15]=[CH:16][CH:17]=[CH:18][CH:19]=2)[C:1]2[CH:2]=[CH:3][CH:4]=[CH:5][CH:6]=2)[CH2:22][OH:23])(=[O:48])=[O:47])=[CH:42][CH:41]=1)[C:34]1[CH:35]=[CH:36][CH:37]=[CH:38][CH:39]=1. The catalyst class is: 2. (3) Reactant: [Br:1][C:2]1[CH:7]=[C:6]([C:8]([F:11])([F:10])[F:9])[CH:5]=[C:4]([OH:12])[C:3]=1O.[C:14]([O-:17])([O-])=O.[K+].[K+].[CH2:20](Br)[C:21]1[CH:26]=[CH:25][CH:24]=[CH:23][CH:22]=1.O. Product: [CH2:20]([O:12][C:4]1[CH:5]=[C:6]([C:8]([F:11])([F:10])[F:9])[CH:7]=[C:2]([Br:1])[C:3]=1[O:17][CH2:14][C:2]1[CH:7]=[CH:6][CH:5]=[CH:4][CH:3]=1)[C:21]1[CH:26]=[CH:25][CH:24]=[CH:23][CH:22]=1. The catalyst class is: 692. (4) Product: [ClH:19].[Cl:19][C:15]1[CH:16]=[C:17]2[C:12](=[CH:13][CH:14]=1)[CH2:11][NH:10][CH2:18]2. Reactant: C1(C)C=CC(S([N:10]2[CH2:18][C:17]3[C:12](=[CH:13][CH:14]=[C:15]([Cl:19])[CH:16]=3)[CH2:11]2)(=O)=O)=CC=1.C1(O)C=CC=CC=1.Br.C(O)(=O)CC. The catalyst class is: 6. (5) Reactant: Cl[C:2]1[CH:11]=[CH:10][C:9]2[N:8]=[CH:7][C:6]3[C:12](=[O:27])[NH:13][C:14](=[O:26])[N:15]([C:16]4[CH:21]=[CH:20][CH:19]=[C:18]([C:22]([F:25])([F:24])[F:23])[CH:17]=4)[C:5]=3[C:4]=2[N:3]=1.CC1(C)C(C)(C)OB([C:36]2[CH:37]=[CH:38][C:39]([NH2:42])=[N:40][CH:41]=2)O1.C(=O)([O-])[O-].[K+].[K+].O1CCOCC1. Product: [NH2:42][C:39]1[N:40]=[CH:41][C:36]([C:2]2[CH:11]=[CH:10][C:9]3[N:8]=[CH:7][C:6]4[C:12](=[O:27])[NH:13][C:14](=[O:26])[N:15]([C:16]5[CH:21]=[CH:20][CH:19]=[C:18]([C:22]([F:25])([F:24])[F:23])[CH:17]=5)[C:5]=4[C:4]=3[N:3]=2)=[CH:37][CH:38]=1. The catalyst class is: 103.